Dataset: Forward reaction prediction with 1.9M reactions from USPTO patents (1976-2016). Task: Predict the product of the given reaction. (1) Given the reactants N(C(OC(C)C)=O)=NC(OC(C)C)=O.C1(P(C2C=CC=CC=2)C2C=CC=CC=2)C=CC=CC=1.[C:34]([O:38][C:39]([N:41]1[CH2:44][CH2:43][C@@H:42]1[CH2:45][OH:46])=[O:40])([CH3:37])([CH3:36])[CH3:35].[Cl:47][C:48]1[N:53]=[CH:52][C:51](O)=[CH:50][CH:49]=1, predict the reaction product. The product is: [Cl:47][C:48]1[CH:49]=[CH:50][C:51]([O:46][CH2:45][C@H:42]2[CH2:43][CH2:44][N:41]2[C:39]([O:38][C:34]([CH3:37])([CH3:36])[CH3:35])=[O:40])=[CH:52][N:53]=1. (2) Given the reactants [C:1]([C:4]1[CH:5]=[C:6]([CH:19]=[C:20]([N+:22]([O-:24])=[O:23])[CH:21]=1)[C:7]([NH:9][C@@H:10]([C:12]1[CH:17]=[CH:16][C:15]([F:18])=[CH:14][CH:13]=1)[CH3:11])=[O:8])(=[O:3])[CH3:2].[Br:25]Br, predict the reaction product. The product is: [Br:25][CH2:2][C:1]([C:4]1[CH:5]=[C:6]([CH:19]=[C:20]([N+:22]([O-:24])=[O:23])[CH:21]=1)[C:7]([NH:9][C@@H:10]([C:12]1[CH:13]=[CH:14][C:15]([F:18])=[CH:16][CH:17]=1)[CH3:11])=[O:8])=[O:3]. (3) Given the reactants [CH3:1][C:2]1[C:3]([C:11]2[S:12][CH:13]=[CH:14][CH:15]=2)=[N:4][O:5][C:6]=1[C:7]([F:10])([F:9])[F:8].[C:16]([C:18]1[CH:26]=[CH:25][C:21]([C:22](Cl)=[O:23])=[CH:20][CH:19]=1)#[N:17], predict the reaction product. The product is: [CH3:1][C:2]1[C:3]([C:11]2[S:12][C:13]([C:22]([C:21]3[CH:25]=[CH:26][C:18]([C:16]#[N:17])=[CH:19][CH:20]=3)=[O:23])=[CH:14][CH:15]=2)=[N:4][O:5][C:6]=1[C:7]([F:8])([F:10])[F:9]. (4) Given the reactants [CH3:1][O:2][C:3](=[O:21])[CH:4]([C:11]1[CH:16]=[CH:15][C:14](Cl)=[C:13]([N+:18]([O-:20])=[O:19])[CH:12]=1)[CH2:5][CH:6]1[CH2:10][CH2:9][CH2:8][CH2:7]1.[CH3:22][S:23]([O-:25])=[O:24].[Na+].C(OCC)(=O)C.O, predict the reaction product. The product is: [CH3:1][O:2][C:3](=[O:21])[CH:4]([C:11]1[CH:16]=[CH:15][C:14]([S:23]([CH3:22])(=[O:25])=[O:24])=[C:13]([N+:18]([O-:20])=[O:19])[CH:12]=1)[CH2:5][CH:6]1[CH2:10][CH2:9][CH2:8][CH2:7]1. (5) Given the reactants C(OC([NH:11][C:12]1([C:17]([OH:19])=O)[CH2:16][CH2:15][CH2:14][CH2:13]1)=O)C1C=CC=CC=1.CN(C(ON1N=NC2C=CC=NC1=2)=[N+](C)C)C.F[P-](F)(F)(F)(F)F.C([N:46]([CH2:49][CH3:50])CC)C.[C:51]([O:61][CH2:62][CH3:63])(=[O:60])[CH:52]=[CH:53][C:54]1[CH:59]=CC=[CH:56][CH:55]=1.OS(C(F)(F)F)(=O)=O.C([O-])(O)=O.[Na+], predict the reaction product. The product is: [NH2:11][C:12]1([C:17]([NH:46][C:49]2[CH:50]=[CH:59][C:54](/[CH:53]=[CH:52]/[C:51]([O:61][CH2:62][CH3:63])=[O:60])=[CH:55][CH:56]=2)=[O:19])[CH2:13][CH2:14][CH2:15][CH2:16]1. (6) Given the reactants [CH3:1][O:2][C:3]1[CH:22]=[CH:21][C:6]([CH2:7][C@@H:8]2[C:12]3=[N:13][C:14]4[CH:19]=[CH:18][CH:17]=[CH:16][C:15]=4[N:11]3[C:10](=[O:20])[NH:9]2)=[CH:5][CH:4]=1.[CH3:23][O:24][C:25]1[CH:30]=[CH:29][C:28]([CH2:31][NH2:32])=[CH:27][CH:26]=1.C(O)(C(F)(F)F)=O, predict the reaction product. The product is: [NH:11]1[C:15]2[CH:16]=[CH:17][CH:18]=[CH:19][C:14]=2[N:13]=[C:12]1[C@H:8]([NH:9][C:10]([NH:32][CH2:31][C:28]1[CH:29]=[CH:30][C:25]([O:24][CH3:23])=[CH:26][CH:27]=1)=[O:20])[CH2:7][C:6]1[CH:21]=[CH:22][C:3]([O:2][CH3:1])=[CH:4][CH:5]=1.